This data is from Catalyst prediction with 721,799 reactions and 888 catalyst types from USPTO. The task is: Predict which catalyst facilitates the given reaction. (1) Product: [Br:1][C:2]1[CH:3]=[C:4]2[C:5](=[CH:22][CH:23]=1)[O:6][C:7]1=[N:16][C:15]([F:17])=[C:14]([Si:18]([CH3:19])([CH3:21])[CH3:20])[CH:13]=[C:8]1[C:9]2=[O:11]. The catalyst class is: 165. Reactant: [Br:1][C:2]1[CH:23]=[CH:22][C:5]([O:6][C:7]2[N:16]=[C:15]([F:17])[C:14]([Si:18]([CH3:21])([CH3:20])[CH3:19])=[CH:13][C:8]=2[C:9]([O:11]C)=O)=[C:4](I)[CH:3]=1.C([Mg]Cl)(C)C. (2) Reactant: [O:1]=[C:2]1[C:14]2[NH:13][C:12]3[C:7](=[CH:8][CH:9]=[CH:10][C:11]=3[NH:15][S:16]([C:19]3[S:20][CH:21]=[CH:22][CH:23]=3)(=[O:18])=[O:17])[C:6]=2[CH2:5][CH2:4][CH2:3]1.O1CCCC1.[BH4-].[Na+]. Product: [OH:1][CH:2]1[C:14]2[NH:13][C:12]3[C:7](=[CH:8][CH:9]=[CH:10][C:11]=3[NH:15][S:16]([C:19]3[S:20][CH:21]=[CH:22][CH:23]=3)(=[O:18])=[O:17])[C:6]=2[CH2:5][CH2:4][CH2:3]1. The catalyst class is: 5. (3) Product: [Si:16]([O:15][C@@H:11]1[C@@H:12]([CH3:14])[CH2:13][N:8]([C:7]2[CH:6]=[CH:5][N:4]=[CH:3][C:2]=2[NH:1][C:43]([C:40]2[N:39]=[C:38]3[O:46][C:35]([CH:33]4[CH2:34][CH:32]4[CH3:31])=[CH:36][C:37]3=[CH:42][CH:41]=2)=[O:44])[CH2:9][C@H:10]1[NH:23][C:24](=[O:30])[O:25][C:26]([CH3:29])([CH3:28])[CH3:27])([C:19]([CH3:22])([CH3:21])[CH3:20])([CH3:18])[CH3:17]. Reactant: [NH2:1][C:2]1[CH:3]=[N:4][CH:5]=[CH:6][C:7]=1[N:8]1[CH2:13][C@H:12]([CH3:14])[C@@H:11]([O:15][Si:16]([C:19]([CH3:22])([CH3:21])[CH3:20])([CH3:18])[CH3:17])[C@H:10]([NH:23][C:24](=[O:30])[O:25][C:26]([CH3:29])([CH3:28])[CH3:27])[CH2:9]1.[CH3:31][CH:32]1[CH2:34][CH:33]1[C:35]1[O:46][C:38]2=[N:39][C:40]([C:43](O)=[O:44])=[CH:41][CH:42]=[C:37]2[CH:36]=1.CCN(C(C)C)C(C)C.CN(C(ON1N=NC2C=CC=NC1=2)=[N+](C)C)C.F[P-](F)(F)(F)(F)F. The catalyst class is: 3. (4) Reactant: [NH2:1][C@H:2]1[C@@H:11]([CH2:12][C:13]2[CH:18]=[CH:17][CH:16]=[CH:15][C:14]=2[F:19])[C:10]2[CH:9]=[C:8]([O:20][CH2:21][CH2:22][NH:23][S:24]([C:27]3[N:28]=[CH:29][N:30]([CH3:32])[CH:31]=3)(=[O:26])=[O:25])[CH:7]=[CH:6][C:5]=2[CH2:4][CH2:3]1.[CH:33]12[CH2:38][CH:37]1[C:36](=[O:39])[O:35][C:34]2=[O:40]. Product: [F:19][C:14]1[CH:15]=[CH:16][CH:17]=[CH:18][C:13]=1[CH2:12][CH:11]1[C:10]2[C:5](=[CH:6][CH:7]=[C:8]([O:20][CH2:21][CH2:22][NH:23][S:24]([C:27]3[N:28]=[CH:29][N:30]([CH3:32])[CH:31]=3)(=[O:26])=[O:25])[CH:9]=2)[CH2:4][CH2:3][CH:2]1[NH:1][C:36]([C@H:37]1[CH2:38][C@H:33]1[C:34]([OH:40])=[O:35])=[O:39]. The catalyst class is: 9. (5) Reactant: [CH3:1][CH:2]([O:4]C(/N=N/C(OC(C)C)=O)=O)C.[CH2:15]([C@H:22]1[C@@H:26]([C@H:27]2[CH2:31][C@@H:30]([OH:32])[CH2:29][N:28]2[C:33]([O:35][C:36]([CH3:39])([CH3:38])[CH3:37])=[O:34])[O:25][C:24](=[O:40])[NH:23]1)[C:16]1[CH:21]=[CH:20][CH:19]=[CH:18][CH:17]=1.C(O)(=O)C. Product: [C:2]([O:32][C@@H:30]1[CH2:29][N:28]([C:33]([O:35][C:36]([CH3:37])([CH3:39])[CH3:38])=[O:34])[C@@H:27]([C@H:26]2[O:25][C:24](=[O:40])[NH:23][C@H:22]2[CH2:15][C:16]2[CH:21]=[CH:20][CH:19]=[CH:18][CH:17]=2)[CH2:31]1)(=[O:4])[CH3:1]. The catalyst class is: 1. (6) Product: [CH3:28][O:29][C:30]1[N:31]=[CH:32][C:33]([C:36]([NH:1][C:2]2[CH:3]=[C:4]3[C@@:13]4([CH2:17][O:16][C:15]([NH:18][C:19](=[O:25])[O:20][C:21]([CH3:22])([CH3:24])[CH3:23])=[N:14]4)[C:10]4([CH2:11][CH2:12]4)[C:9]([CH3:27])([CH3:26])[O:8][C:5]3=[CH:6][CH:7]=2)=[O:37])=[N:34][CH:35]=1. The catalyst class is: 4. Reactant: [NH2:1][C:2]1[CH:3]=[C:4]2[C@@:13]3([CH2:17][O:16][C:15]([NH:18][C:19](=[O:25])[O:20][C:21]([CH3:24])([CH3:23])[CH3:22])=[N:14]3)[C:10]3([CH2:12][CH2:11]3)[C:9]([CH3:27])([CH3:26])[O:8][C:5]2=[CH:6][CH:7]=1.[CH3:28][O:29][C:30]1[N:31]=[CH:32][C:33]([C:36](O)=[O:37])=[N:34][CH:35]=1.N1(O)C2C=CC=CC=2N=N1.Cl.CN(C)CCCN=C=NCC. (7) Reactant: [Cl:1][C:2]1[CH:3]=[CH:4][C:5]([C:8]([NH:10][C:11]2[CH:12]=[CH:13][C:14]3[CH2:20][CH2:19][CH2:18][C:17]([CH2:21]O)=[C:16]([CH3:23])[C:15]=3[CH:24]=2)=[O:9])=[N:6][CH:7]=1.CS([Cl:29])(=O)=O.CCN(C(C)C)C(C)C. Product: [Cl:1][C:2]1[CH:3]=[CH:4][C:5]([C:8]([NH:10][C:11]2[CH:12]=[CH:13][C:14]3[CH2:20][CH2:19][CH2:18][C:17]([CH2:21][Cl:29])=[C:16]([CH3:23])[C:15]=3[CH:24]=2)=[O:9])=[N:6][CH:7]=1. The catalyst class is: 4. (8) Reactant: [Br:1][C:2]1[C:3]([C:9]([F:12])([F:11])[F:10])=[CH:4][C:5](Cl)=[N:6][CH:7]=1.[I-:13].[Na+].C(Cl)(=O)C. Product: [Br:1][C:2]1[C:3]([C:9]([F:12])([F:11])[F:10])=[CH:4][C:5]([I:13])=[N:6][CH:7]=1. The catalyst class is: 10.